This data is from Full USPTO retrosynthesis dataset with 1.9M reactions from patents (1976-2016). The task is: Predict the reactants needed to synthesize the given product. (1) Given the product [CH3:7][O:8][C:9]([C:11]1[CH:12]=[C:13]([CH3:34])[C:14]2[O:20][C:19]3[C:21]([Cl:30])=[CH:22][C:23]([NH:25][C:26](=[O:29])[CH2:27][N:1]4[CH2:6][CH2:5][CH2:4][CH2:3][CH2:2]4)=[CH:24][C:18]=3[CH2:17][S:16](=[O:32])(=[O:31])[C:15]=2[CH:33]=1)=[O:10], predict the reactants needed to synthesize it. The reactants are: [NH:1]1[CH2:6][CH2:5][CH2:4][CH2:3][CH2:2]1.[CH3:7][O:8][C:9]([C:11]1[CH:12]=[C:13]([CH3:34])[C:14]2[O:20][C:19]3[C:21]([Cl:30])=[CH:22][C:23]([NH:25][C:26](=[O:29])[CH2:27]Cl)=[CH:24][C:18]=3[CH2:17][S:16](=[O:32])(=[O:31])[C:15]=2[CH:33]=1)=[O:10]. (2) Given the product [C:1]([O:5][C:6]([NH:8][C@@H:9]([CH2:13][CH2:14][S:15][CH3:16])[C:10]([O:12][C:24]1[CH:23]=[CH:22][C:21]([NH:20][C:18](=[O:19])[CH3:17])=[CH:26][CH:25]=1)=[O:11])=[O:7])([CH3:4])([CH3:3])[CH3:2], predict the reactants needed to synthesize it. The reactants are: [C:1]([O:5][C:6]([NH:8][C@@H:9]([CH2:13][CH2:14][S:15][CH3:16])[C:10]([OH:12])=[O:11])=[O:7])([CH3:4])([CH3:3])[CH3:2].[CH3:17][C:18]([NH:20][C:21]1[CH:22]=[CH:23][C:24](O)=[CH:25][CH:26]=1)=[O:19].CN(C(ON1N=NC2C=CC=CC1=2)=[N+](C)C)C.[B-](F)(F)(F)F.CCN(C(C)C)C(C)C.C1C=C2C(C(O)(O)C(=O)C2=CC=1)=O. (3) Given the product [NH2:21][CH2:20][C:19]1[CH:18]=[C:17]([NH:16][C:12]2[N:11]=[C:10]([C:6]3[S:5][C:4]([NH:3][CH2:1][CH3:2])=[N:8][C:7]=3[CH3:9])[CH:15]=[CH:14][N:13]=2)[CH:27]=[CH:26][CH:25]=1, predict the reactants needed to synthesize it. The reactants are: [CH2:1]([NH:3][C:4]1[S:5][C:6]([C:10]2[CH:15]=[CH:14][N:13]=[C:12]([NH:16][C:17]3[CH:18]=[C:19]([CH:25]=[CH:26][CH:27]=3)[CH2:20][NH:21]C(=O)C)[N:11]=2)=[C:7]([CH3:9])[N:8]=1)[CH3:2]. (4) Given the product [CH2:6]([O:8][CH2:9][CH2:10][N:11]1[C:19]([C:16]2[CH:17]=[CH:18][C:13]([OH:12])=[CH:14][CH:15]=2)=[CH:20][CH:21]=[C:22]1[C:24]1[CH:32]=[CH:31][C:27]([C:28]([OH:30])=[O:29])=[CH:26][CH:25]=1)[CH3:7], predict the reactants needed to synthesize it. The reactants are: N1C=CC=C1.[CH2:6]([O:8][CH2:9][CH2:10][NH2:11])[CH3:7].[OH:12][C:13]1[CH:18]=[CH:17][C:16]([C:19](=O)[CH2:20][CH2:21][C:22]([C:24]2[CH:32]=[CH:31][C:27]([C:28]([OH:30])=[O:29])=[CH:26][CH:25]=2)=O)=[CH:15][CH:14]=1. (5) Given the product [CH3:32][O:31][C:28]1[CH:29]=[C:30]2[C:25](=[CH:26][C:27]=1[O:33][CH3:34])[N:24]=[CH:23][N:22]=[C:21]2[NH:1][C:2]1[CH:19]=[CH:18][C:5]2[N:6]=[C:7]([NH:9][C:10](=[O:17])[C:11]3[CH:12]=[CH:13][N:14]=[CH:15][CH:16]=3)[S:8][C:4]=2[CH:3]=1, predict the reactants needed to synthesize it. The reactants are: [NH2:1][C:2]1[CH:19]=[CH:18][C:5]2[N:6]=[C:7]([NH:9][C:10](=[O:17])[C:11]3[CH:16]=[CH:15][N:14]=[CH:13][CH:12]=3)[S:8][C:4]=2[CH:3]=1.Cl[C:21]1[C:30]2[C:25](=[CH:26][C:27]([O:33][CH3:34])=[C:28]([O:31][CH3:32])[CH:29]=2)[N:24]=[CH:23][N:22]=1. (6) Given the product [Cl:13][C:14]1[C:19]([Cl:20])=[CH:18][CH:17]=[CH:16][C:15]=1[S:21]([NH:1][C:2]1[CH:11]=[CH:10][C:5]([C:6]([O:8][CH3:9])=[O:7])=[C:4]([OH:12])[CH:3]=1)(=[O:23])=[O:22], predict the reactants needed to synthesize it. The reactants are: [NH2:1][C:2]1[CH:3]=[C:4]([OH:12])[C:5](=[CH:10][CH:11]=1)[C:6]([O:8][CH3:9])=[O:7].[Cl:13][C:14]1[C:19]([Cl:20])=[CH:18][CH:17]=[CH:16][C:15]=1[S:21](Cl)(=[O:23])=[O:22]. (7) Given the product [CH:1]1([C:4]2[NH:24][C:7]3[N:8]=[N:9][C:10]([CH2:12][CH2:13][CH2:14][CH2:15][N:16]4[CH:20]=[C:19]([C:21]([NH:56][CH2:55][C:50]5[CH:51]=[CH:52][CH:53]=[CH:54][N:49]=5)=[O:23])[N:18]=[N:17]4)=[CH:11][C:6]=3[CH:5]=2)[CH2:2][CH2:3]1, predict the reactants needed to synthesize it. The reactants are: [CH:1]1([C:4]2[NH:24][C:7]3[N:8]=[N:9][C:10]([CH2:12][CH2:13][CH2:14][CH2:15][N:16]4[CH:20]=[C:19]([C:21]([OH:23])=O)[N:18]=[N:17]4)=[CH:11][C:6]=3[CH:5]=2)[CH2:3][CH2:2]1.CN(C(ON1N=NC2C=CC=NC1=2)=[N+](C)C)C.F[P-](F)(F)(F)(F)F.[N:49]1[CH:54]=[CH:53][CH:52]=[CH:51][C:50]=1[CH2:55][NH2:56].CCN(C(C)C)C(C)C.